From a dataset of Full USPTO retrosynthesis dataset with 1.9M reactions from patents (1976-2016). Predict the reactants needed to synthesize the given product. (1) Given the product [Cl:1][C:2]1[N:7]=[CH:6][C:5]([C@@H:8]([C@@H:10]2[CH2:14][O:13][C:12]([CH3:15])([CH3:16])[O:11]2)[OH:9])=[CH:4][C:3]=1[F:17], predict the reactants needed to synthesize it. The reactants are: [Cl:1][C:2]1[N:7]=[CH:6][C:5]([C:8]([C@@H:10]2[CH2:14][O:13][C:12]([CH3:16])([CH3:15])[O:11]2)=[O:9])=[CH:4][C:3]=1[F:17].CCC(C)[BH-](C(C)CC)C(C)CC.[Li+]. (2) The reactants are: [NH:1]1[CH2:6][CH2:5][CH2:4][CH2:3][CH2:2]1.Cl[S:8]([C:11]1[CH:12]=[CH:13][C:14]([OH:21])=[C:15]([CH:20]=1)[C:16]([O:18][CH3:19])=[O:17])(=[O:10])=[O:9]. Given the product [OH:21][C:14]1[CH:13]=[CH:12][C:11]([S:8]([N:1]2[CH2:6][CH2:5][CH2:4][CH2:3][CH2:2]2)(=[O:10])=[O:9])=[CH:20][C:15]=1[C:16]([O:18][CH3:19])=[O:17], predict the reactants needed to synthesize it. (3) Given the product [Cl:4][C:5]1[N:10]=[C:9]([O:2][CH3:1])[N:8]=[C:7]([NH:15][C@H:16]([C:18]([F:21])([F:20])[F:19])[CH3:17])[C:6]=1[C:22]1[C:27]([F:28])=[CH:26][C:25]([F:29])=[CH:24][C:23]=1[F:30], predict the reactants needed to synthesize it. The reactants are: [CH3:1][O-:2].[Na+].[Cl:4][C:5]1[N:10]=[C:9](S(C)(=O)=O)[N:8]=[C:7]([NH:15][C@H:16]([C:18]([F:21])([F:20])[F:19])[CH3:17])[C:6]=1[C:22]1[C:27]([F:28])=[CH:26][C:25]([F:29])=[CH:24][C:23]=1[F:30]. (4) Given the product [O:274]=[CH:275][C@@H:276]([C@H:278]([C@@H:280]([C@@H:282]([CH2:284][OH:285])[OH:283])[OH:281])[OH:279])[OH:277].[C:85]([O-:87])(=[O:86])[CH:76]([CH3:77])[OH:274], predict the reactants needed to synthesize it. The reactants are: CC[C@@H]([C@H](NC([C@@H](NC(CNC([C@@H](NC([C@@H](NC([C@@H](NC([C@@H](NC([C@@H](NC([C@@H](NC([C@@H](NC([C@@H](NC([C@@H](NC([C@@H](NC([C@@H](NC([C@@H](NC([C@@H](NC([C@@H](NC([C@@H](NC([C@@H](NC([C@H]1NC(=O)[C@H]([C@H](O)C)NC(=O)[C@H](C)NC(=O)[C@H]([C@H](O)C)NC(=O)[C@@H](CC(N)=O)NC(=O)[C@@H](NC([C@@H](N)CCCCN)=O)CSSC1)=O)C)=O)[C@H](O)C)=O)CCC(N)=O)=O)CCCNC(N)=N)=O)CC(C)C)=O)C)=O)CC(N)=O)=O)CC1C=CC=CC=1)=O)CC(C)C)=O)C(C)C)=O)CC1NC=NC=1)=O)CO)=O)CO)=O)CC(N)=O)=O)CC(N)=O)=O)CC1C=CC=CC=1)=O)=O)C)=O)C(N[C@H](C(N[C@H](C(N[C@H](C(N[C@H](C(N[C@H](C(N[C@H](C(NCC(N[C@H](C(N[C@H](C(N[C@H](C(N[C@H:76]([C:85]([OH:87])=[O:86])[CH2:77]C1C=CC(O)=CC=1)=O)[C@H](O)C)=O)CC(N)=O)=O)CO)=O)=O)C(C)C)=O)CC(N)=O)=O)[C@H](O)C)=O)CO)=O)CO)=O)CC(C)C)=O)C.[O:274]=[CH:275][C@@H:276]([C@H:278]([C@@H:280]([C@@H:282]([CH2:284][OH:285])[OH:283])[OH:281])[OH:279])[OH:277]. (5) Given the product [CH:1]1[C:9]2[C:8]3[CH:10]=[CH:11][CH:12]=[CH:13][C:7]=3[S:6](=[O:14])[C:5]=2[CH:4]=[CH:3][CH:2]=1, predict the reactants needed to synthesize it. The reactants are: [CH:1]1[C:9]2[C:8]3[CH:10]=[CH:11][CH:12]=[CH:13][C:7]=3[S:6][C:5]=2[CH:4]=[CH:3][CH:2]=1.[OH:14]O.O. (6) Given the product [NH2:5][C@H:9]([CH2:39][C:40]1[CH:41]=[CH:42][CH:43]=[CH:44][CH:45]=1)[C:10]([NH:12][C:13]1[CH:18]=[C:17]([NH:19][C:20]([N:22]2[CH2:26][CH2:25][CH2:24][CH2:23]2)=[O:21])[CH:16]=[C:15]([NH:27][C:28]2[N:33]=[C:32]([O:34][CH2:35][C:36]#[CH:37])[C:31]([Br:38])=[CH:30][N:29]=2)[CH:14]=1)=[O:11], predict the reactants needed to synthesize it. The reactants are: CC(C)(O[N:5]([C@H:9]([CH2:39][C:40]1[CH:45]=[CH:44][CH:43]=[CH:42][CH:41]=1)[C:10]([NH:12][C:13]1[CH:18]=[C:17]([NH:19][C:20]([N:22]2[CH2:26][CH2:25][CH2:24][CH2:23]2)=[O:21])[CH:16]=[C:15]([NH:27][C:28]2[N:33]=[C:32]([O:34][CH2:35][C:36]#[CH:37])[C:31]([Br:38])=[CH:30][N:29]=2)[CH:14]=1)=[O:11])C(=O)[O-])C.S(=O)(=O)(O)O.O.